Dataset: NCI-60 drug combinations with 297,098 pairs across 59 cell lines. Task: Regression. Given two drug SMILES strings and cell line genomic features, predict the synergy score measuring deviation from expected non-interaction effect. (1) Drug 1: CC1C(C(=O)NC(C(=O)N2CCCC2C(=O)N(CC(=O)N(C(C(=O)O1)C(C)C)C)C)C(C)C)NC(=O)C3=C4C(=C(C=C3)C)OC5=C(C(=O)C(=C(C5=N4)C(=O)NC6C(OC(=O)C(N(C(=O)CN(C(=O)C7CCCN7C(=O)C(NC6=O)C(C)C)C)C)C(C)C)C)N)C. Drug 2: C1CN1P(=S)(N2CC2)N3CC3. Cell line: NCI-H460. Synergy scores: CSS=43.6, Synergy_ZIP=-1.94, Synergy_Bliss=-0.593, Synergy_Loewe=0.465, Synergy_HSA=-1.15. (2) Drug 1: CCN(CC)CCNC(=O)C1=C(NC(=C1C)C=C2C3=C(C=CC(=C3)F)NC2=O)C. Drug 2: CC1CCCC2(C(O2)CC(NC(=O)CC(C(C(=O)C(C1O)C)(C)C)O)C(=CC3=CSC(=N3)C)C)C. Cell line: ACHN. Synergy scores: CSS=24.9, Synergy_ZIP=-0.644, Synergy_Bliss=-3.50, Synergy_Loewe=-20.7, Synergy_HSA=-6.16. (3) Drug 1: CC(CN1CC(=O)NC(=O)C1)N2CC(=O)NC(=O)C2. Drug 2: CCC1(C2=C(COC1=O)C(=O)N3CC4=CC5=C(C=CC(=C5CN(C)C)O)N=C4C3=C2)O.Cl. Cell line: NCI-H226. Synergy scores: CSS=24.9, Synergy_ZIP=-5.95, Synergy_Bliss=2.18, Synergy_Loewe=-37.1, Synergy_HSA=4.63. (4) Drug 1: C1CC(C1)(C(=O)O)C(=O)O.[NH2-].[NH2-].[Pt+2]. Drug 2: C1=CN(C=N1)CC(O)(P(=O)(O)O)P(=O)(O)O. Cell line: MALME-3M. Synergy scores: CSS=2.03, Synergy_ZIP=-0.101, Synergy_Bliss=2.29, Synergy_Loewe=-0.0978, Synergy_HSA=0.0796.